This data is from NCI-60 drug combinations with 297,098 pairs across 59 cell lines. The task is: Regression. Given two drug SMILES strings and cell line genomic features, predict the synergy score measuring deviation from expected non-interaction effect. Drug 1: C1=CC=C(C(=C1)C(C2=CC=C(C=C2)Cl)C(Cl)Cl)Cl. Drug 2: CC1CCC2CC(C(=CC=CC=CC(CC(C(=O)C(C(C(=CC(C(=O)CC(OC(=O)C3CCCCN3C(=O)C(=O)C1(O2)O)C(C)CC4CCC(C(C4)OC)O)C)C)O)OC)C)C)C)OC. Cell line: MOLT-4. Synergy scores: CSS=22.2, Synergy_ZIP=12.5, Synergy_Bliss=18.1, Synergy_Loewe=-18.9, Synergy_HSA=11.4.